The task is: Predict the reactants needed to synthesize the given product.. This data is from Full USPTO retrosynthesis dataset with 1.9M reactions from patents (1976-2016). (1) Given the product [CH2:1]([C:3]1[CH:4]=[CH:5][C:6]([N:9]2[CH2:13][CH2:12][C:11]3([CH2:18][CH2:17][N:16]([C:23]([N:28]4[CH2:33][CH2:32][CH2:31][CH2:30][CH2:29]4)=[O:22])[CH2:15][CH2:14]3)[C:10]2=[O:19])=[CH:7][CH:8]=1)[CH3:2], predict the reactants needed to synthesize it. The reactants are: [CH2:1]([C:3]1[CH:8]=[CH:7][C:6]([N:9]2[CH2:13][CH2:12][C:11]3([CH2:18][CH2:17][NH:16][CH2:15][CH2:14]3)[C:10]2=[O:19])=[CH:5][CH:4]=1)[CH3:2].O=C(Cl)[O:22][C:23](Cl)(Cl)Cl.[NH:28]1[CH2:33][CH2:32][CH2:31][CH2:30][CH2:29]1. (2) Given the product [CH2:14]([S:16][C:17]1[CH:24]=[CH:23][CH:22]=[CH:21][C:18]=1[C:19]1[N:2]([CH3:1])[C:3]2=[N:4][CH:5]=[C:6]([C:10]([F:11])([F:12])[F:13])[CH:7]=[C:8]2[N:9]=1)[CH3:15], predict the reactants needed to synthesize it. The reactants are: [CH3:1][NH:2][C:3]1[C:8]([NH2:9])=[CH:7][C:6]([C:10]([F:13])([F:12])[F:11])=[CH:5][N:4]=1.[CH2:14]([S:16][C:17]1[CH:24]=[CH:23][CH:22]=[CH:21][C:18]=1[CH:19]=O)[CH3:15].S([O-])(O)=O.[Na+].CN(C=O)C. (3) Given the product [Cl:1][C:2]1[CH:10]=[C:9]2[C:5]([C@@:6]3([C@H:16]([C:17]4[CH:22]=[C:21]([F:23])[CH:20]=[CH:19][C:18]=4[CH3:24])[CH2:15][C:14](=[O:25])[NH:33][CH2:13][C@@H:12]3[C:26]3[CH:31]=[CH:30][CH:29]=[C:28]([Cl:32])[CH:27]=3)[C:7](=[O:11])[NH:8]2)=[CH:4][CH:3]=1, predict the reactants needed to synthesize it. The reactants are: [Cl:1][C:2]1[CH:10]=[C:9]2[C:5]([C:6]3([CH:16]([C:17]4[CH:22]=[C:21]([F:23])[CH:20]=[CH:19][C:18]=4[CH3:24])[CH2:15][C:14](=[O:25])[CH2:13][CH:12]3[C:26]3[CH:31]=[CH:30][CH:29]=[C:28]([Cl:32])[CH:27]=3)[C:7](=[O:11])[NH:8]2)=[CH:4][CH:3]=1.[NH2:33]O.Cl.[OH-].[Na+].C1(C)C=CC(S(Cl)(=O)=O)=CC=1. (4) Given the product [C:4]1([C:30]2[CH:35]=[CH:34][CH:33]=[CH:32][CH:31]=2)[CH:9]=[CH:8][CH:7]=[C:6]([CH2:10][NH:11][C:12](=[O:29])/[CH:13]=[CH:14]/[C:15]2[CH:20]=[CH:19][C:18]([N:21]3[CH:25]=[C:24]([CH3:26])[N:23]=[CH:22]3)=[C:17]([OH:27])[CH:16]=2)[CH:5]=1, predict the reactants needed to synthesize it. The reactants are: C(Cl)Cl.[C:4]1([C:30]2[CH:35]=[CH:34][CH:33]=[CH:32][CH:31]=2)[CH:9]=[CH:8][CH:7]=[C:6]([CH2:10][NH:11][C:12](=[O:29])/[CH:13]=[CH:14]/[C:15]2[CH:20]=[CH:19][C:18]([N:21]3[CH:25]=[C:24]([CH3:26])[N:23]=[CH:22]3)=[C:17]([O:27]C)[CH:16]=2)[CH:5]=1.B(Br)(Br)Br. (5) The reactants are: [CH3:1][C:2]1[NH:6][N:5]=[N:4][N:3]=1.CN(C)C=O.[H-].[Na+].[C:14]([O:18][C:19]([N:21]1[CH2:27][CH2:26][CH2:25][N:24]([C:28]2[N:32]([CH2:33][CH2:34]OS(C)(=O)=O)[C:31]3[CH:40]=[CH:41][CH:42]=[CH:43][C:30]=3[N:29]=2)[CH2:23][CH2:22]1)=[O:20])([CH3:17])([CH3:16])[CH3:15]. Given the product [C:14]([O:18][C:19]([N:21]1[CH2:27][CH2:26][CH2:25][N:24]([C:28]2[N:32]([CH2:33][CH2:34][N:3]3[C:2]([CH3:1])=[N:6][N:5]=[N:4]3)[C:31]3[CH:40]=[CH:41][CH:42]=[CH:43][C:30]=3[N:29]=2)[CH2:23][CH2:22]1)=[O:20])([CH3:15])([CH3:16])[CH3:17], predict the reactants needed to synthesize it. (6) Given the product [C:1]([N:4]1[C:13]2[C:8](=[CH:9][CH:10]=[CH:11][CH:12]=2)[C@H:7]([O:14][C:22]2[CH:23]=[CH:24][C:19]([N+:16]([O-:18])=[O:17])=[CH:20][CH:21]=2)[CH2:6][C@@H:5]1[CH3:15])(=[O:3])[CH3:2], predict the reactants needed to synthesize it. The reactants are: [C:1]([N:4]1[C:13]2[C:8](=[CH:9][CH:10]=[CH:11][CH:12]=2)[C@@H:7]([OH:14])[CH2:6][C@@H:5]1[CH3:15])(=[O:3])[CH3:2].[N+:16]([C:19]1[CH:24]=[CH:23][C:22](O)=[CH:21][CH:20]=1)([O-:18])=[O:17].